This data is from Reaction yield outcomes from USPTO patents with 853,638 reactions. The task is: Predict the reaction yield, written as a fraction of the theoretical maximum amount of product (1.0 means a 100% yield; for example, 0.34 means a 34% yield). (1) The reactants are NN.CC([CH2:7][N:8]([CH2:12][CH2:13][CH:14]([N:21]1C(=O)C2C(=CC=CC=2)C1=O)[C:15]1[CH:20]=[CH:19][CH:18]=[CH:17][CH:16]=1)[C:9](=[O:11])[O-:10])(C)C. The catalyst is C1COCC1.CO. The product is [NH2:21][CH:14]([C:15]1[CH:16]=[CH:17][CH:18]=[CH:19][CH:20]=1)[CH2:13][CH2:12][N:8]([CH3:7])[C:9](=[O:11])[O:10][C:15]([CH3:20])([CH3:16])[CH3:14]. The yield is 0.770. (2) The catalyst is C(=O)([O-])[O-].[Na+].[Na+]. The reactants are [Br:1][C:2]1[N:10]=[CH:9][C:8]2[NH:7][C:6]3[N:11]=[CH:12][C:13](I)=[CH:14][C:5]=3[C:4]=2[CH:3]=1.CC1(C)C(C)(C)OB([C:24]2[CH:40]=[CH:39][C:27]([CH2:28][N:29]3[CH2:34][CH2:33][CH:32]([C:35]([F:38])([F:37])[F:36])[CH2:31][CH2:30]3)=[CH:26][CH:25]=2)O1. The yield is 0.0700. The product is [Br:1][C:2]1[N:10]=[CH:9][C:8]2[NH:7][C:6]3[N:11]=[CH:12][C:13]([C:24]4[CH:25]=[CH:26][C:27]([CH2:28][N:29]5[CH2:30][CH2:31][CH:32]([C:35]([F:38])([F:36])[F:37])[CH2:33][CH2:34]5)=[CH:39][CH:40]=4)=[CH:14][C:5]=3[C:4]=2[CH:3]=1. (3) The reactants are [NH2:1][C:2]1[S:3][C:4]2[C:10](=[O:11])[CH2:9][CH2:8][CH2:7][C:5]=2[N:6]=1.CO[CH:14](OC)[N:15]([CH3:17])[CH3:16]. The catalyst is CCO. The product is [CH3:14][N:15]([CH:17]=[C:9]1[CH2:8][CH2:7][C:5]2[N:6]=[C:2]([N:1]=[CH:14][N:15]([CH3:17])[CH3:16])[S:3][C:4]=2[C:10]1=[O:11])[CH3:16]. The yield is 0.590. (4) The reactants are [CH3:1][O:2][CH2:3][N:4]1[C:12]2[C:7](=[C:8]([CH3:22])[CH:9]=[CH:10][C:11]=2[NH:13][S:14]([C:17]2[S:18][CH:19]=[CH:20][CH:21]=2)(=[O:16])=[O:15])[CH:6]=[C:5]1[C:23]([O:25][CH2:26][CH3:27])=[O:24].CI.[C:30](=O)([O-])[O-].[K+].[K+]. The catalyst is CN(C)C=O. The product is [CH3:1][O:2][CH2:3][N:4]1[C:12]2[C:7](=[C:8]([CH3:22])[CH:9]=[CH:10][C:11]=2[N:13]([CH3:30])[S:14]([C:17]2[S:18][CH:19]=[CH:20][CH:21]=2)(=[O:16])=[O:15])[CH:6]=[C:5]1[C:23]([O:25][CH2:26][CH3:27])=[O:24]. The yield is 0.850. (5) The reactants are [CH2:1]([O:8][C:9]1[CH:16]=[CH:15][C:12]([CH:13]=[O:14])=[C:11]([OH:17])[CH:10]=1)[C:2]1[CH:7]=[CH:6][CH:5]=[CH:4][CH:3]=1.C1C=CC(N([S:25]([C:28]([F:31])([F:30])[F:29])(=[O:27])=[O:26])[S:25]([C:28]([F:31])([F:30])[F:29])(=[O:27])=[O:26])=CC=1.C(N(CC)CC)C. The catalyst is CN(C)C=O.CN(C)C1C=CN=CC=1.O. The product is [F:29][C:28]([F:31])([F:30])[S:25]([O:17][C:11]1[CH:10]=[C:9]([O:8][CH2:1][C:2]2[CH:3]=[CH:4][CH:5]=[CH:6][CH:7]=2)[CH:16]=[CH:15][C:12]=1[CH:13]=[O:14])(=[O:27])=[O:26]. The yield is 0.930. (6) The reactants are [Cl-].O[NH3+:3].[C:4](=[O:7])([O-])[OH:5].[Na+].CS(C)=O.[OH:13][C:14]([CH3:53])([CH3:52])[CH2:15][O:16][C@H:17]1[CH2:22][CH2:21][C@H:20]([N:23]2[C:28](=[O:29])[C:27]([CH2:30][C:31]3[CH:36]=[CH:35][C:34]([C:37]4[C:38]([C:43]#[N:44])=[CH:39][CH:40]=[CH:41][CH:42]=4)=[CH:33][CH:32]=3)=[C:26]([CH2:45][CH2:46][CH3:47])[N:25]3[N:48]=[C:49]([CH3:51])[N:50]=[C:24]23)[CH2:19][CH2:18]1. The catalyst is O.C(OCC)(=O)C. The product is [OH:13][C:14]([CH3:52])([CH3:53])[CH2:15][O:16][C@H:17]1[CH2:22][CH2:21][C@H:20]([N:23]2[C:28](=[O:29])[C:27]([CH2:30][C:31]3[CH:36]=[CH:35][C:34]([C:37]4[CH:42]=[CH:41][CH:40]=[CH:39][C:38]=4[C:43]4[NH:3][C:4](=[O:7])[O:5][N:44]=4)=[CH:33][CH:32]=3)=[C:26]([CH2:45][CH2:46][CH3:47])[N:25]3[N:48]=[C:49]([CH3:51])[N:50]=[C:24]23)[CH2:19][CH2:18]1. The yield is 0.390. (7) The reactants are [C:1]([O:4][CH:5]1[CH2:10][CH2:9][N:8]([C:11]2[CH:16]=[CH:15][C:14]([Br:17])=[CH:13]N=2)[CH2:7][CH2:6]1)(=[O:3])[CH3:2].Br[C:19]1C=CC(N2CCC(O)CC2)=CC=1. No catalyst specified. The product is [C:1]([O:4][CH:5]1[CH2:10][CH2:9][N:8]([C:11]2[CH:19]=[CH:13][C:14]([Br:17])=[CH:15][CH:16]=2)[CH2:7][CH2:6]1)(=[O:3])[CH3:2]. The yield is 0.920.